From a dataset of Peptide-MHC class II binding affinity with 134,281 pairs from IEDB. Regression. Given a peptide amino acid sequence and an MHC pseudo amino acid sequence, predict their binding affinity value. This is MHC class II binding data. (1) The MHC is HLA-DPA10103-DPB10601 with pseudo-sequence HLA-DPA10103-DPB10601. The binding affinity (normalized) is 0.802. The peptide sequence is CKKYFAATQFEPLAA. (2) The peptide sequence is RDKFLANVSTVLTGK. The MHC is DRB1_1101 with pseudo-sequence DRB1_1101. The binding affinity (normalized) is 0.599. (3) The peptide sequence is FNFSQDDLLTEDVMI. The MHC is DRB3_0202 with pseudo-sequence DRB3_0202. The binding affinity (normalized) is 0.